This data is from Reaction yield outcomes from USPTO patents with 853,638 reactions. The task is: Predict the reaction yield, written as a fraction of the theoretical maximum amount of product (1.0 means a 100% yield; for example, 0.34 means a 34% yield). The reactants are Cl[S:2]([C:5]1[CH:6]=[C:7]2[C:11](=[CH:12][CH:13]=1)[NH:10][C:9](=[O:14])[CH2:8]2)(=[O:4])=[O:3].[CH3:15][O:16][CH2:17][CH2:18][NH2:19].N1C=CC=CC=1. The catalyst is ClCCl. The product is [CH3:15][O:16][CH2:17][CH2:18][NH:19][S:2]([C:5]1[CH:6]=[C:7]2[C:11](=[CH:12][CH:13]=1)[NH:10][C:9](=[O:14])[CH2:8]2)(=[O:4])=[O:3]. The yield is 0.330.